Task: Predict the reactants needed to synthesize the given product.. Dataset: Full USPTO retrosynthesis dataset with 1.9M reactions from patents (1976-2016) (1) Given the product [Cl:1][C:2]1[C:3]([F:42])=[C:4]([C@H:8]2[C@H:9]3[N:10]([CH2:43][N:30]([C:31]4[CH:39]=[CH:38][C:34]([C:35]([OH:37])=[O:36])=[C:33]([O:40][CH3:41])[CH:32]=4)[C:28]3=[O:29])[C@@H:11]([CH2:23][C:24]([CH3:27])([CH3:26])[CH3:25])[C@@:12]2([C:15]2[CH:20]=[CH:19][C:18]([Cl:21])=[CH:17][C:16]=2[F:22])[C:13]#[N:14])[CH:5]=[CH:6][CH:7]=1, predict the reactants needed to synthesize it. The reactants are: [Cl:1][C:2]1[C:3]([F:42])=[C:4]([C@@H:8]2[C@:12]([C:15]3[CH:20]=[CH:19][C:18]([Cl:21])=[CH:17][C:16]=3[F:22])([C:13]#[N:14])[C@H:11]([CH2:23][C:24]([CH3:27])([CH3:26])[CH3:25])[NH:10][C@H:9]2[C:28]([NH:30][C:31]2[CH:39]=[CH:38][C:34]([C:35]([OH:37])=[O:36])=[C:33]([O:40][CH3:41])[CH:32]=2)=[O:29])[CH:5]=[CH:6][CH:7]=1.[CH2:43]=O. (2) Given the product [ClH:64].[CH:29]([N:32]1[CH2:37][CH2:36][N:35]([C:38]([CH:40]2[CH2:41][CH2:42][N:43]([C:48]3[CH:49]=[N:50][C:51]([C:54]([F:57])([F:56])[F:55])=[N:52][CH:53]=3)[CH2:44][CH2:45]2)=[O:39])[CH2:34][C@@H:33]1[CH3:46])([CH3:31])[CH3:30], predict the reactants needed to synthesize it. The reactants are: C1(P(C2CCCCC2)C2C=CC=CC=2C2C=CC=CC=2N(C)C)CCCCC1.[CH:29]([N:32]1[CH2:37][CH2:36][N:35]([C:38]([CH:40]2[CH2:45][CH2:44][NH:43][CH2:42][CH2:41]2)=[O:39])[CH2:34][C@@H:33]1[CH3:46])([CH3:31])[CH3:30].Br[C:48]1[CH:49]=[N:50][C:51]([C:54]([F:57])([F:56])[F:55])=[N:52][CH:53]=1.CC(C)([O-])C.[Na+].[ClH:64]. (3) Given the product [S:18]1[CH:22]=[CH:21][CH:20]=[C:19]1[C:23]1[O:15][C:13]([CH2:12][N:5]2[C:6]3[CH2:7][CH2:8][CH2:9][CH2:10][C:11]=3[C:3]([C:2]([F:1])([F:17])[F:16])=[N:4]2)=[N:26][N:25]=1, predict the reactants needed to synthesize it. The reactants are: [F:1][C:2]([F:17])([F:16])[C:3]1[C:11]2[CH2:10][CH2:9][CH2:8][CH2:7][C:6]=2[N:5]([CH2:12][C:13]([OH:15])=O)[N:4]=1.[S:18]1[CH:22]=[CH:21][CH:20]=[C:19]1[C:23]([NH:25][NH2:26])=O.[Cl-].ClC1N(C)C=C[N+]=1C.C(N(CC)CC)C. (4) Given the product [F:30][C:2]1([F:1])[CH2:7][CH2:6][CH2:5][CH:4]([C@@H:8]2[CH2:13][C@H:12]([C:14]3[CH:15]=[CH:16][CH:17]=[CH:18][CH:19]=3)[CH2:11][CH2:10][NH:9]2)[CH2:3]1, predict the reactants needed to synthesize it. The reactants are: [F:1][C:2]1([F:30])[CH2:7][CH2:6][CH2:5][CH:4]([C@@H:8]2[CH2:13][C@H:12]([C:14]3[CH:19]=[CH:18][CH:17]=[CH:16][CH:15]=3)[CH2:11][CH2:10][N:9]2C(OCC2C=CC=CC=2)=O)[CH2:3]1.